This data is from Catalyst prediction with 721,799 reactions and 888 catalyst types from USPTO. The task is: Predict which catalyst facilitates the given reaction. (1) Reactant: Cl[C:2]1[CH:3]=[CH:4][N:5]=[C:6]2[C:11]=1[N:10]=[C:9]([C:12]1[CH:13]=[C:14]([NH:18][S:19]([C:22]3[CH:27]=[CH:26][CH:25]=[CH:24][CH:23]=3)(=[O:21])=[O:20])[CH:15]=[N:16][CH:17]=1)[CH:8]=[CH:7]2.[NH:28]1[CH2:33][CH2:32][CH:31]([OH:34])[CH2:30][CH2:29]1.C(=O)([O-])[O-].[Na+].[Na+]. Product: [OH:34][CH:31]1[CH2:32][CH2:33][N:28]([C:2]2[CH:3]=[CH:4][N:5]=[C:6]3[C:11]=2[N:10]=[C:9]([C:12]2[CH:13]=[C:14]([NH:18][S:19]([C:22]4[CH:27]=[CH:26][CH:25]=[CH:24][CH:23]=4)(=[O:21])=[O:20])[CH:15]=[N:16][CH:17]=2)[CH:8]=[CH:7]3)[CH2:29][CH2:30]1. The catalyst class is: 12. (2) Reactant: [Cl:1][C:2]1[C:11]2[C:6](=[CH:7][C:8]([C:12]([F:15])([F:14])[F:13])=[CH:9][CH:10]=2)[N:5]=[CH:4][CH:3]=1.ClC1C=CC=C(C(OO)=[O:24])C=1.C(=O)([O-])O.[Na+]. Product: [Cl:1][C:2]1[C:11]2[C:6](=[CH:7][C:8]([C:12]([F:15])([F:13])[F:14])=[CH:9][CH:10]=2)[N+:5]([O-:24])=[CH:4][CH:3]=1. The catalyst class is: 22. (3) Reactant: [CH2:1]([C:3]1[C:11]([NH:12][C:13](=[O:19])[O:14][C:15]([CH3:18])([CH3:17])[CH3:16])=[C:6]2[CH:7]=[CH:8][CH:9]=[CH:10][N:5]2[N:4]=1)[CH3:2].CC(C)([O-])C.[K+].CS(O[CH2:31][CH:32]1[CH2:37][CH2:36][O:35][CH2:34][CH2:33]1)(=O)=O.O1CCCC1. Product: [CH2:1]([C:3]1[C:11]([N:12]([CH2:31][CH:32]2[CH2:37][CH2:36][O:35][CH2:34][CH2:33]2)[C:13](=[O:19])[O:14][C:15]([CH3:18])([CH3:17])[CH3:16])=[C:6]2[CH:7]=[CH:8][CH:9]=[CH:10][N:5]2[N:4]=1)[CH3:2]. The catalyst class is: 288. (4) Product: [CH2:35]([O:37][C:38](=[O:48])[CH:39]([C:41]1[CH:46]=[CH:45][C:44]([C:21]2[CH:22]=[CH:23][C:18]([C:17]3[O:16][N:15]=[C:14]([CH3:33])[C:13]=3[NH:12][C:11]([O:10][CH:8]([C:3]3[CH:4]=[CH:5][CH:6]=[CH:7][C:2]=3[Cl:1])[CH3:9])=[O:34])=[CH:19][CH:20]=2)=[CH:43][CH:42]=1)[CH3:40])[CH3:36]. The catalyst class is: 235. Reactant: [Cl:1][C:2]1[CH:7]=[CH:6][CH:5]=[CH:4][C:3]=1[CH:8]([O:10][C:11](=[O:34])[NH:12][C:13]1[C:14]([CH3:33])=[N:15][O:16][C:17]=1[C:18]1[CH:23]=[CH:22][C:21](B2OC(C)(C)C(C)(C)O2)=[CH:20][CH:19]=1)[CH3:9].[CH2:35]([O:37][C:38](=[O:48])[CH:39]([C:41]1[CH:46]=[CH:45][C:44](Br)=[CH:43][CH:42]=1)[CH3:40])[CH3:36]. (5) Reactant: [Cl:1][C:2]1[CH:10]=[C:9]([OH:11])[CH:8]=[CH:7][C:3]=1[C:4]([OH:6])=[O:5].S(=O)(=O)(O)O.[C:17](=O)([O-])O.[Na+]. Product: [CH3:17][O:5][C:4](=[O:6])[C:3]1[CH:7]=[CH:8][C:9]([OH:11])=[CH:10][C:2]=1[Cl:1]. The catalyst class is: 5. (6) Reactant: [CH2:1]([O:3][C:4]([N:6]1[CH2:11][CH2:10][C@@:9]([C:13]2[CH:14]=[C:15]([C:19]3[CH:24]=[CH:23][CH:22]=[CH:21][CH:20]=3)[CH:16]=[CH:17][CH:18]=2)(O)[C@@H:8]([OH:25])[CH2:7]1)=[O:5])[CH3:2]. Product: [CH2:1]([O:3][C:4]([N:6]1[CH2:11][CH2:10][C@H:9]([C:13]2[CH:14]=[C:15]([C:19]3[CH:20]=[CH:21][CH:22]=[CH:23][CH:24]=3)[CH:16]=[CH:17][CH:18]=2)[C@@H:8]([OH:25])[CH2:7]1)=[O:5])[CH3:2]. The catalyst class is: 319.